From a dataset of NCI-60 drug combinations with 297,098 pairs across 59 cell lines. Regression. Given two drug SMILES strings and cell line genomic features, predict the synergy score measuring deviation from expected non-interaction effect. Drug 1: C1=CC(=C2C(=C1NCCNCCO)C(=O)C3=C(C=CC(=C3C2=O)O)O)NCCNCCO. Drug 2: C1=NC2=C(N=C(N=C2N1C3C(C(C(O3)CO)O)F)Cl)N. Cell line: MOLT-4. Synergy scores: CSS=84.6, Synergy_ZIP=-0.891, Synergy_Bliss=-1.57, Synergy_Loewe=-5.45, Synergy_HSA=-0.485.